This data is from NCI-60 drug combinations with 297,098 pairs across 59 cell lines. The task is: Regression. Given two drug SMILES strings and cell line genomic features, predict the synergy score measuring deviation from expected non-interaction effect. (1) Drug 1: CCCCC(=O)OCC(=O)C1(CC(C2=C(C1)C(=C3C(=C2O)C(=O)C4=C(C3=O)C=CC=C4OC)O)OC5CC(C(C(O5)C)O)NC(=O)C(F)(F)F)O. Drug 2: C1C(C(OC1N2C=NC(=NC2=O)N)CO)O. Cell line: A498. Synergy scores: CSS=64.2, Synergy_ZIP=-1.68, Synergy_Bliss=-3.77, Synergy_Loewe=-3.59, Synergy_HSA=-3.32. (2) Drug 1: C1=CC(=CC=C1C#N)C(C2=CC=C(C=C2)C#N)N3C=NC=N3. Drug 2: C(CCl)NC(=O)N(CCCl)N=O. Cell line: A498. Synergy scores: CSS=3.71, Synergy_ZIP=-2.20, Synergy_Bliss=-2.71, Synergy_Loewe=1.45, Synergy_HSA=-2.87. (3) Drug 1: C1CC(=O)NC(=O)C1N2CC3=C(C2=O)C=CC=C3N. Drug 2: C1=CN(C(=O)N=C1N)C2C(C(C(O2)CO)O)O.Cl. Cell line: HCT116. Synergy scores: CSS=57.3, Synergy_ZIP=-2.51, Synergy_Bliss=-3.61, Synergy_Loewe=-28.9, Synergy_HSA=-1.36. (4) Drug 1: CC1CC2C3CCC4=CC(=O)C=CC4(C3(C(CC2(C1(C(=O)CO)O)C)O)F)C. Drug 2: C1CC(C1)(C2=CC=C(C=C2)C3=C(C=C4C(=N3)C=CN5C4=NNC5=O)C6=CC=CC=C6)N. Cell line: NCI-H460. Synergy scores: CSS=24.1, Synergy_ZIP=-2.49, Synergy_Bliss=1.27, Synergy_Loewe=-3.42, Synergy_HSA=5.26. (5) Drug 1: C1C(C(OC1N2C=NC3=C(N=C(N=C32)Cl)N)CO)O. Drug 2: CNC(=O)C1=NC=CC(=C1)OC2=CC=C(C=C2)NC(=O)NC3=CC(=C(C=C3)Cl)C(F)(F)F. Cell line: OVCAR-4. Synergy scores: CSS=2.91, Synergy_ZIP=-0.456, Synergy_Bliss=-0.127, Synergy_Loewe=-9.38, Synergy_HSA=-3.55. (6) Drug 1: C(=O)(N)NO. Drug 2: C1CCC(C(C1)N)N.C(=O)(C(=O)[O-])[O-].[Pt+4]. Cell line: NCI-H460. Synergy scores: CSS=37.6, Synergy_ZIP=-1.32, Synergy_Bliss=0.635, Synergy_Loewe=-22.8, Synergy_HSA=1.24. (7) Drug 1: C1=CC(=C2C(=C1NCCNCCO)C(=O)C3=C(C=CC(=C3C2=O)O)O)NCCNCCO. Drug 2: CC1=C2C(C(=O)C3(C(CC4C(C3C(C(C2(C)C)(CC1OC(=O)C(C(C5=CC=CC=C5)NC(=O)C6=CC=CC=C6)O)O)OC(=O)C7=CC=CC=C7)(CO4)OC(=O)C)O)C)OC(=O)C. Cell line: SNB-19. Synergy scores: CSS=42.7, Synergy_ZIP=-7.14, Synergy_Bliss=-8.66, Synergy_Loewe=-6.47, Synergy_HSA=-2.97.